This data is from Full USPTO retrosynthesis dataset with 1.9M reactions from patents (1976-2016). The task is: Predict the reactants needed to synthesize the given product. Given the product [Br:20][C:15]1[CH2:14][CH2:13][C:12](=[O:18])[C:11]=1[C:8]1[CH:9]=[CH:10][C:5]([C:1]([CH3:4])([CH3:3])[CH3:2])=[CH:6][CH:7]=1, predict the reactants needed to synthesize it. The reactants are: [C:1]([C:5]1[CH:10]=[CH:9][C:8]([C:11]2[C:12](=[O:18])[CH2:13][CH2:14][C:15]=2OC)=[CH:7][CH:6]=1)([CH3:4])([CH3:3])[CH3:2].P(Br)(Br)[Br:20].